Predict the reactants needed to synthesize the given product. From a dataset of Full USPTO retrosynthesis dataset with 1.9M reactions from patents (1976-2016). Given the product [N:15]1([CH2:14][CH2:13][N:8]2[C:7]3[CH:20]=[CH:21][C:4]([NH2:1])=[CH:5][C:6]=3[O:12][CH2:11][CH2:10][CH2:9]2)[CH2:19][CH2:18][CH2:17][CH2:16]1, predict the reactants needed to synthesize it. The reactants are: [N+:1]([C:4]1[CH:21]=[CH:20][C:7]2[N:8]([CH2:13][CH2:14][N:15]3[CH2:19][CH2:18][CH2:17][CH2:16]3)[CH2:9][CH2:10][CH2:11][O:12][C:6]=2[CH:5]=1)([O-])=O.